This data is from Forward reaction prediction with 1.9M reactions from USPTO patents (1976-2016). The task is: Predict the product of the given reaction. (1) Given the reactants [Cl:1][C:2]1[CH:20]=[CH:19][C:5]([O:6][C:7]2[CH:18]=[CH:17][C:10]([C:11]([NH:13][CH2:14][CH2:15][CH3:16])=[O:12])=[CH:9][CH:8]=2)=[C:4]([N+:21]([O-])=O)[CH:3]=1.Cl[Sn]Cl, predict the reaction product. The product is: [NH2:21][C:4]1[CH:3]=[C:2]([Cl:1])[CH:20]=[CH:19][C:5]=1[O:6][C:7]1[CH:18]=[CH:17][C:10]([C:11]([NH:13][CH2:14][CH2:15][CH3:16])=[O:12])=[CH:9][CH:8]=1. (2) Given the reactants Cl.[CH2:2]([NH:9][OH:10])[C:3]1[CH:8]=[CH:7][CH:6]=[CH:5][CH:4]=1.[N:11]1([C:16]2[CH:23]=[CH:22][CH:21]=[CH:20][C:17]=2[CH:18]=O)[CH:15]=[CH:14][CH:13]=[N:12]1, predict the reaction product. The product is: [CH2:2]([N+:9]([O-:10])=[CH:18][C:17]1[CH:20]=[CH:21][CH:22]=[CH:23][C:16]=1[N:11]1[CH:15]=[CH:14][CH:13]=[N:12]1)[C:3]1[CH:8]=[CH:7][CH:6]=[CH:5][CH:4]=1. (3) Given the reactants C([O:3][C:4](=[O:44])[C:5]1[CH:10]=[CH:9][C:8]([O:11][CH2:12][CH2:13][CH2:14][C:15]2[CH:20]=[CH:19][C:18]([O:21][CH2:22][C:23]3[CH:28]=[CH:27][C:26]([O:29][CH:30]([CH3:32])[CH3:31])=[CH:25][CH:24]=3)=[CH:17][CH:16]=2)=[C:7]([CH2:33][C:34]([NH:36][CH2:37][CH2:38][CH2:39][C:40]([O:42]C)=[O:41])=[O:35])[CH:6]=1)C.[OH-].[Na+].Cl, predict the reaction product. The product is: [C:40]([CH2:39][CH2:38][CH2:37][NH:36][C:34](=[O:35])[CH2:33][C:7]1[CH:6]=[C:5]([CH:10]=[CH:9][C:8]=1[O:11][CH2:12][CH2:13][CH2:14][C:15]1[CH:20]=[CH:19][C:18]([O:21][CH2:22][C:23]2[CH:28]=[CH:27][C:26]([O:29][CH:30]([CH3:31])[CH3:32])=[CH:25][CH:24]=2)=[CH:17][CH:16]=1)[C:4]([OH:44])=[O:3])([OH:42])=[O:41]. (4) The product is: [Cl:1][C:2]1[CH:7]=[C:6]([OH:8])[C:5]([I:21])=[CH:4][C:3]=1[C:9]1[CH:14]=[CH:13][C:12]([F:15])=[CH:11][CH:10]=1. Given the reactants [Cl:1][C:2]1[CH:7]=[C:6]([OH:8])[CH:5]=[CH:4][C:3]=1[C:9]1[CH:14]=[CH:13][C:12]([F:15])=[CH:11][CH:10]=1.S(=O)(=O)(O)O.[I:21]N1C(=O)CCC1=O, predict the reaction product. (5) The product is: [CH3:19][O:20][C:21]([C:23]1[N:24]([S:30]([CH3:33])(=[O:32])=[O:31])[CH:25]=[C:26]([C:28]([OH:3])=[O:29])[CH:27]=1)=[O:22]. Given the reactants CC(C)=[O:3].OS(O)(=O)=O.O=[Cr](=O)=O.S(=O)(=O)(O)O.[CH3:19][O:20][C:21]([C:23]1[N:24]([S:30]([CH3:33])(=[O:32])=[O:31])[CH:25]=[C:26]([CH:28]=[O:29])[CH:27]=1)=[O:22], predict the reaction product. (6) Given the reactants C([O:8][C:9](=[O:30])[CH2:10][C:11]1[CH:12]=[CH:13][C:14]([O:21][CH2:22][C:23]2[C:24]([CH3:29])=[N:25][O:26][C:27]=2[CH3:28])=[C:15]([CH:20]=1)[C:16]([O:18][CH3:19])=[O:17])C1C=CC=CC=1, predict the reaction product. The product is: [CH3:29][C:24]1[C:23]([CH2:22][O:21][C:14]2[CH:13]=[CH:12][C:11]([CH2:10][C:9]([OH:30])=[O:8])=[CH:20][C:15]=2[C:16]([O:18][CH3:19])=[O:17])=[C:27]([CH3:28])[O:26][N:25]=1. (7) Given the reactants C[O:2][C:3](=[O:25])[CH2:4][C:5]1[CH:6]=[C:7]([C:13]2[CH:18]=[CH:17][C:16]([C:19]([F:22])([F:21])[F:20])=[CH:15][C:14]=2[CH:23]=O)[C:8]([O:11][CH3:12])=[CH:9][CH:10]=1.[CH:26]1([NH2:30])[CH2:29][CH2:28][CH2:27]1.Cl[C:32]([O:34][CH2:35][C:36]1[CH:41]=[CH:40][CH:39]=[CH:38][CH:37]=1)=[O:33], predict the reaction product. The product is: [CH2:35]([O:34][C:32]([N:30]([CH2:23][C:14]1[CH:15]=[C:16]([C:19]([F:22])([F:21])[F:20])[CH:17]=[CH:18][C:13]=1[C:7]1[C:8]([O:11][CH3:12])=[CH:9][CH:10]=[C:5]([CH2:4][C:3]([OH:25])=[O:2])[CH:6]=1)[CH:26]1[CH2:29][CH2:28][CH2:27]1)=[O:33])[C:36]1[CH:41]=[CH:40][CH:39]=[CH:38][CH:37]=1.